From a dataset of Forward reaction prediction with 1.9M reactions from USPTO patents (1976-2016). Predict the product of the given reaction. (1) Given the reactants Br[C:2]1[CH:7]=[CH:6][CH:5]=[CH:4][C:3]=1[CH2:8][C:9]([OH:11])=[O:10].[F:12][C:13]1[CH:14]=[C:15]([CH:17]=[CH:18][C:19]=1[O:20][CH3:21])[NH2:16], predict the reaction product. The product is: [F:12][C:13]1[CH:14]=[C:15]([NH:16][C:2]2[CH:7]=[CH:6][CH:5]=[CH:4][C:3]=2[CH2:8][C:9]([OH:11])=[O:10])[CH:17]=[CH:18][C:19]=1[O:20][CH3:21]. (2) Given the reactants [CH3:1][O:2][C:3]1[N:8]=[CH:7][C:6]([N:9]2[C:13]([C:14]3[CH:19]=[CH:18][CH:17]=[CH:16][CH:15]=3)=[CH:12][C:11]([C:20]([N:22]3[CH2:27][CH2:26][N:25](CC4C=CC=CC=4)[CH:24]([CH3:35])[CH2:23]3)=[O:21])=[N:10]2)=[CH:5][CH:4]=1.[H][H].[OH-].[Na+], predict the reaction product. The product is: [CH3:1][O:2][C:3]1[N:8]=[CH:7][C:6]([N:9]2[C:13]([C:14]3[CH:15]=[CH:16][CH:17]=[CH:18][CH:19]=3)=[CH:12][C:11]([C:20]([N:22]3[CH2:27][CH2:26][NH:25][CH:24]([CH3:35])[CH2:23]3)=[O:21])=[N:10]2)=[CH:5][CH:4]=1. (3) Given the reactants [C:1]1([CH:7]([OH:10])[CH2:8][OH:9])[CH:6]=[CH:5][CH:4]=[CH:3][CH:2]=1.[CH3:11][O:12][C:13]([CH:15]1[CH2:20][CH2:19][NH:18][CH2:17][CH2:16]1)=[O:14], predict the reaction product. The product is: [CH3:11][O:12][C:13]([CH:15]1[CH2:20][CH2:19][N:18]([CH2:8][CH2:7][C:1]2[CH:6]=[CH:5][C:4]([O:9][CH2:8][CH:7]([OH:10])[C:1]3[CH:6]=[CH:5][CH:4]=[CH:3][CH:2]=3)=[CH:3][CH:2]=2)[CH2:17][CH2:16]1)=[O:14]. (4) Given the reactants [CH2:1]([O:4][C:5]1([CH3:34])[CH2:10][CH2:9][N:8]([C:11]2[N:16]3[N:17]=[C:18]([CH2:20][OH:21])[CH:19]=[C:15]3[N:14]=[C:13]([CH3:22])[C:12]=2[C@H:23]([O:29][C:30]([CH3:33])([CH3:32])[CH3:31])[C:24]([O:26][CH2:27][CH3:28])=[O:25])[CH2:7][CH2:6]1)[CH:2]=[CH2:3].CC(OI1(OC(C)=O)(OC(C)=O)OC(=O)C2C=CC=CC1=2)=O, predict the reaction product. The product is: [CH2:1]([O:4][C:5]1([CH3:34])[CH2:10][CH2:9][N:8]([C:11]2[N:16]3[N:17]=[C:18]([CH:20]=[O:21])[CH:19]=[C:15]3[N:14]=[C:13]([CH3:22])[C:12]=2[C@H:23]([O:29][C:30]([CH3:33])([CH3:32])[CH3:31])[C:24]([O:26][CH2:27][CH3:28])=[O:25])[CH2:7][CH2:6]1)[CH:2]=[CH2:3].